Dataset: Full USPTO retrosynthesis dataset with 1.9M reactions from patents (1976-2016). Task: Predict the reactants needed to synthesize the given product. (1) Given the product [CH2:1]([N:8]1[CH:12]=[C:11]([CH:13]=[O:14])[C:10]([O:15][CH2:16][C:17]2[CH:22]=[CH:21][C:20]([O:23][CH2:24][C:25]3[N:26]=[C:27]([C:31]4[CH:36]=[CH:35][CH:34]=[CH:33][CH:32]=4)[O:28][C:29]=3[CH3:30])=[C:19]([O:37][CH3:38])[CH:18]=2)=[N:9]1)[C:2]1[CH:7]=[CH:6][CH:5]=[CH:4][CH:3]=1, predict the reactants needed to synthesize it. The reactants are: [CH2:1]([N:8]1[CH:12]=[C:11]([CH2:13][OH:14])[C:10]([O:15][CH2:16][C:17]2[CH:22]=[CH:21][C:20]([O:23][CH2:24][C:25]3[N:26]=[C:27]([C:31]4[CH:36]=[CH:35][CH:34]=[CH:33][CH:32]=4)[O:28][C:29]=3[CH3:30])=[C:19]([O:37][CH3:38])[CH:18]=2)=[N:9]1)[C:2]1[CH:7]=[CH:6][CH:5]=[CH:4][CH:3]=1. (2) Given the product [N+:1]([C:4]1[CH:13]=[C:12]2[C:7]([CH2:8][CH2:9][CH2:10][O:11]2)=[CH:6][C:5]=1[NH2:14])([O-:3])=[O:2], predict the reactants needed to synthesize it. The reactants are: [N+:1]([C:4]1[CH:13]=[C:12]2[C:7]([CH2:8][CH2:9][CH2:10][O:11]2)=[CH:6][C:5]=1[NH:14]C(=O)C)([O-:3])=[O:2].[CH]Cl.N. (3) The reactants are: C([O:3][C:4]([C:6]1[N:11]=[N:10][C:9]2=[C:12]([C:21]3[CH:26]=[CH:25][C:24]([F:27])=[C:23]([OH:28])[CH:22]=3)[C:13]([C:15]3[CH:20]=[CH:19][N:18]=[CH:17][CH:16]=3)=[N:14][N:8]2[C:7]=1[C:29]1[CH:34]=[CH:33][CH:32]=[C:31]([S:35](=[O:40])(=[O:39])[N:36]([CH3:38])[CH3:37])[CH:30]=1)=[O:5])C.B(Br)(Br)Br. Given the product [CH3:37][N:36]([CH3:38])[S:35]([C:31]1[CH:30]=[C:29]([C:7]2[N:8]3[N:14]=[C:13]([C:15]4[CH:16]=[CH:17][N:18]=[CH:19][CH:20]=4)[C:12]([C:21]4[CH:26]=[CH:25][C:24]([F:27])=[C:23]([OH:28])[CH:22]=4)=[C:9]3[N:10]=[N:11][C:6]=2[C:4]([OH:5])=[O:3])[CH:34]=[CH:33][CH:32]=1)(=[O:40])=[O:39], predict the reactants needed to synthesize it. (4) Given the product [C:14]1([NH:20][N:21]=[C:10]2[CH2:9][CH2:8][C:7](=[O:13])[NH:6][C:5]3[CH:4]=[CH:3][CH:2]=[N:1][C:11]2=3)[CH:19]=[CH:18][CH:17]=[CH:16][CH:15]=1, predict the reactants needed to synthesize it. The reactants are: [N:1]1[C:11]2[C:10](=O)[CH2:9][CH2:8][C:7](=[O:13])[NH:6][C:5]=2[CH:4]=[CH:3][CH:2]=1.[C:14]1([NH:20][NH2:21])[CH:19]=[CH:18][CH:17]=[CH:16][CH:15]=1.C([O-])(=O)C.[Na+].[K+].[Br-]. (5) The reactants are: [F:1][C:2]1[CH:7]=[C:6]([N+:8]([O-])=O)[CH:5]=[C:4]([F:11])[C:3]=1[N:12]1[CH2:17][CH2:16]S[CH2:14][CH2:13]1.[O:18]1CCCC1. Given the product [F:1][C:2]1[CH:7]=[C:6]([CH:5]=[C:4]([F:11])[C:3]=1[N:12]1[CH2:17][CH2:16][O:18][CH2:14][CH2:13]1)[NH2:8], predict the reactants needed to synthesize it. (6) Given the product [ClH:29].[ClH:29].[ClH:29].[CH2:20]([N:17]1[CH2:18][CH2:19][CH:14]([NH:13][CH2:11][C:8]2[N:7]=[CH:6][C:5]3[O:4][CH2:3][CH2:2][O:1][C:10]=3[CH:9]=2)[CH2:15][CH2:16]1)[C:21]1[CH:22]=[CH:23][CH:24]=[CH:25][CH:26]=1, predict the reactants needed to synthesize it. The reactants are: [O:1]1[C:10]2[CH:9]=[C:8]([CH:11]=O)[N:7]=[CH:6][C:5]=2[O:4][CH2:3][CH2:2]1.[NH2:13][CH:14]1[CH2:19][CH2:18][N:17]([CH2:20][C:21]2[CH:26]=[CH:25][CH:24]=[CH:23][CH:22]=2)[CH2:16][CH2:15]1.[BH4-].[Na+].[ClH:29].